Dataset: Full USPTO retrosynthesis dataset with 1.9M reactions from patents (1976-2016). Task: Predict the reactants needed to synthesize the given product. (1) Given the product [CH3:13][C:14]([CH3:16])=[C:7]([C:4]1[CH:5]=[CH:6][C:1]([CH3:10])=[CH:2][CH:3]=1)[C:8]#[N:9], predict the reactants needed to synthesize it. The reactants are: [C:1]1([CH3:10])[CH:6]=[CH:5][C:4]([CH2:7][C:8]#[N:9])=[CH:3][CH:2]=1.[OH-].[K+].[CH3:13][C:14]([CH3:16])=O. (2) Given the product [C:1]([C:5]1[O:9][N:8]=[C:7]([NH:10][C:11]([NH:13][C:14]2[CH:19]=[CH:18][CH:17]=[C:16]([O:20][C:21]3[C:30]4[C:25](=[CH:26][C:27]([O:33][CH2:34][CH2:35][N:37]5[CH2:42][CH2:41][CH:40]([CH2:43][OH:44])[CH2:39][CH2:38]5)=[C:28]([O:31][CH3:32])[CH:29]=4)[N:24]=[CH:23][N:22]=3)[CH:15]=2)=[O:12])[CH:6]=1)([CH3:4])([CH3:3])[CH3:2], predict the reactants needed to synthesize it. The reactants are: [C:1]([C:5]1[O:9][N:8]=[C:7]([NH:10][C:11]([NH:13][C:14]2[CH:19]=[CH:18][CH:17]=[C:16]([O:20][C:21]3[C:30]4[C:25](=[CH:26][C:27]([O:33][CH2:34][CH2:35]Cl)=[C:28]([O:31][CH3:32])[CH:29]=4)[N:24]=[CH:23][N:22]=3)[CH:15]=2)=[O:12])[CH:6]=1)([CH3:4])([CH3:3])[CH3:2].[NH:37]1[CH2:42][CH2:41][CH:40]([CH2:43][OH:44])[CH2:39][CH2:38]1. (3) Given the product [CH2:18]([O:25][C:26]1[CH:27]=[CH:28][C:29]([CH2:32][C:33]([NH:17][C:13]2[CH:12]=[C:11]3[C:16](=[CH:15][CH:14]=2)[N:8]([CH2:7][CH2:6][N:1]2[CH2:5][CH2:4][CH2:3][CH2:2]2)[N:9]=[CH:10]3)=[O:34])=[CH:30][CH:31]=1)[C:19]1[CH:20]=[CH:21][CH:22]=[CH:23][CH:24]=1, predict the reactants needed to synthesize it. The reactants are: [N:1]1([CH2:6][CH2:7][N:8]2[C:16]3[C:11](=[CH:12][C:13]([NH2:17])=[CH:14][CH:15]=3)[CH:10]=[N:9]2)[CH2:5][CH2:4][CH2:3][CH2:2]1.[CH2:18]([O:25][C:26]1[CH:31]=[CH:30][C:29]([CH2:32][C:33](O)=[O:34])=[CH:28][CH:27]=1)[C:19]1[CH:24]=[CH:23][CH:22]=[CH:21][CH:20]=1.Cl.C(N=C=NC(C)(C)CC)C.ON1C2C=CC=CC=2N=N1.CN1CCOCC1. (4) Given the product [CH3:1][O:2][C:3]1[CH:8]=[C:7]([NH:9][C:10]2[C:11]3[CH:18]=[C:17]([C:19]4[CH:24]=[CH:23][C:22]([CH2:25][N:27]5[CH2:32][CH2:31][O:30][CH2:29][CH2:28]5)=[CH:21][CH:20]=4)[NH:16][C:12]=3[N:13]=[CH:14][N:15]=2)[CH:6]=[CH:5][N:4]=1, predict the reactants needed to synthesize it. The reactants are: [CH3:1][O:2][C:3]1[CH:8]=[C:7]([NH:9][C:10]2[C:11]3[CH:18]=[C:17]([C:19]4[CH:24]=[CH:23][C:22]([CH2:25]Cl)=[CH:21][CH:20]=4)[NH:16][C:12]=3[N:13]=[CH:14][N:15]=2)[CH:6]=[CH:5][N:4]=1.[NH:27]1[CH2:32][CH2:31][O:30][CH2:29][CH2:28]1.[Na+].[I-]. (5) Given the product [CH3:16][O:15][C:11]1[C:7]2[C:8](=[O:10])[O:9][C:1](=[O:2])[NH:5][C:6]=2[CH:14]=[CH:13][CH:12]=1, predict the reactants needed to synthesize it. The reactants are: [C:1](Cl)(Cl)=[O:2].[NH2:5][C:6]1[CH:14]=[CH:13][CH:12]=[C:11]([O:15][CH3:16])[C:7]=1[C:8]([OH:10])=[O:9].[OH-].[Na+]. (6) Given the product [F:27][CH2:28][CH2:29][N:13]1[C:12]2[CH:11]=[C:10]([CH:19]=[O:20])[CH:9]=[C:8]([O:7][CH3:6])[C:17]=2[O:16][CH2:15][C:14]1=[O:18], predict the reactants needed to synthesize it. The reactants are: CN(C=O)C.[CH3:6][O:7][C:8]1[C:17]2[O:16][CH2:15][C:14](=[O:18])[NH:13][C:12]=2[CH:11]=[C:10]([CH:19]=[O:20])[CH:9]=1.C(=O)([O-])[O-].[K+].[K+].[F:27][CH2:28][CH2:29]I.